From a dataset of Forward reaction prediction with 1.9M reactions from USPTO patents (1976-2016). Predict the product of the given reaction. (1) Given the reactants [Cl:1][C:2]1[CH:7]=[CH:6][C:5]([N:8]=[C:9]([S:16][CH2:17][CH:18]2[CH2:23][CH2:22][CH2:21][CH2:20][CH2:19]2)[C:10]#[C:11][Si](C)(C)C)=[CH:4][CH:3]=1.C(=O)([O-])[O-].[K+].[K+].[Cl-].[Na+], predict the reaction product. The product is: [Cl:1][C:2]1[CH:3]=[CH:4][C:5]([N:8]=[C:9]([S:16][CH2:17][CH:18]2[CH2:23][CH2:22][CH2:21][CH2:20][CH2:19]2)[C:10]#[CH:11])=[CH:6][CH:7]=1. (2) Given the reactants Cl.[NH:2]=[C:3]([NH2:5])[CH3:4].[Cl:6][C:7]1[N:12]=[C:11]([C:13](Cl)(Cl)[S:14]Cl)[CH:10]=[CH:9][N:8]=1.[OH-].[Na+].O, predict the reaction product. The product is: [Cl:6][C:7]1[N:12]=[C:11]([C:13]2[S:14][N:5]=[C:3]([CH3:4])[N:2]=2)[CH:10]=[CH:9][N:8]=1. (3) Given the reactants Br[C:2]1[C:3]([C:12]2[CH:13]=[N:14][CH:15]=[CH:16][CH:17]=2)=[N:4][C:5]([NH2:11])=[C:6]([N+:8]([O-:10])=[O:9])[CH:7]=1.[F:18][C:19]1[CH:20]=[N:21][CH:22]=[C:23]([F:38])[C:24]=1[Sn](CCCC)(CCCC)CCCC, predict the reaction product. The product is: [F:18][C:19]1[CH:20]=[N:21][CH:22]=[C:23]([F:38])[C:24]=1[C:2]1[C:3]([C:12]2[CH:13]=[N:14][CH:15]=[CH:16][CH:17]=2)=[N:4][C:5]([NH2:11])=[C:6]([N+:8]([O-:10])=[O:9])[CH:7]=1. (4) Given the reactants [Cl:1][C:2]1[C:11]([OH:12])=[CH:10][CH:9]=[C:8]2[C:3]=1[CH:4]=[N:5][C:6]([NH:13][C:14]1[CH:19]=[CH:18][C:17]([C:20]([N:22]3[CH2:27][CH2:26][O:25][CH2:24][CH2:23]3)=[O:21])=[CH:16][CH:15]=1)=[N:7]2.C1([O:34][S:35]([C:38]([F:41])([F:40])[F:39])(=O)=[O:36])C=CC=CC=1.CCN(C(C)C)C(C)C, predict the reaction product. The product is: [F:39][C:38]([F:41])([F:40])[S:35]([O:12][C:11]1[C:2]([Cl:1])=[C:3]2[C:8](=[CH:9][CH:10]=1)[N:7]=[C:6]([NH:13][C:14]1[CH:19]=[CH:18][C:17]([C:20]([N:22]3[CH2:27][CH2:26][O:25][CH2:24][CH2:23]3)=[O:21])=[CH:16][CH:15]=1)[N:5]=[CH:4]2)(=[O:36])=[O:34]. (5) Given the reactants [Cl:1][C:2]1[CH:7]=[CH:6][C:5]([C:8]2[CH:9]=[C:10]3[C:16]([C:17](=[O:33])[C:18]4[C:23]([F:24])=[CH:22][CH:21]=[C:20]([NH:25][S:26]([CH2:29][CH2:30][CH3:31])(=[O:28])=[O:27])[C:19]=4[F:32])=[CH:15][N:14]([CH2:34][O:35][C:36](=[O:50])[CH:37]([NH:42]C(OC(C)(C)C)=O)[CH2:38][CH:39]([CH3:41])[CH3:40])[C:11]3=[N:12][CH:13]=2)=[CH:4][CH:3]=1.Cl, predict the reaction product. The product is: [ClH:1].[NH2:42][C@@H:37]([CH2:38][CH:39]([CH3:40])[CH3:41])[C:36]([O:35][CH2:34][N:14]1[C:11]2=[N:12][CH:13]=[C:8]([C:5]3[CH:6]=[CH:7][C:2]([Cl:1])=[CH:3][CH:4]=3)[CH:9]=[C:10]2[C:16]([C:17](=[O:33])[C:18]2[C:23]([F:24])=[CH:22][CH:21]=[C:20]([NH:25][S:26]([CH2:29][CH2:30][CH3:31])(=[O:27])=[O:28])[C:19]=2[F:32])=[CH:15]1)=[O:50]. (6) Given the reactants [C:1]1([C:7]2[NH:11][C:10]([C:12]3[CH:13]=[C:14]4[C:19](=[CH:20][CH:21]=3)[CH:18]=[C:17]([OH:22])[CH:16]=[CH:15]4)=[CH:9][CH:8]=2)[CH:6]=[CH:5][CH:4]=[CH:3][CH:2]=1.Br[CH2:24][C:25]#[N:26].C(=O)([O-])[O-].[Cs+].[Cs+], predict the reaction product. The product is: [C:1]1([C:7]2[NH:11][C:10]([C:12]3[CH:13]=[C:14]4[C:19](=[CH:20][CH:21]=3)[CH:18]=[C:17]([O:22][CH2:24][C:25]#[N:26])[CH:16]=[CH:15]4)=[CH:9][CH:8]=2)[CH:2]=[CH:3][CH:4]=[CH:5][CH:6]=1. (7) Given the reactants [C:1]1([CH2:7][CH2:8][CH2:9][CH:10]([NH:20][C:21](=[O:33])[CH2:22][CH2:23][CH2:24][NH:25]C(OC(C)(C)C)=O)[CH2:11][CH2:12][CH2:13][C:14]2[CH:19]=[CH:18][CH:17]=[CH:16][CH:15]=2)[CH:6]=[CH:5][CH:4]=[CH:3][CH:2]=1.FC(F)(F)C(O)=O, predict the reaction product. The product is: [C:14]1([CH2:13][CH2:12][CH2:11][CH:10]([NH:20][C:21](=[O:33])[CH2:22][CH2:23][CH2:24][NH2:25])[CH2:9][CH2:8][CH2:7][C:1]2[CH:2]=[CH:3][CH:4]=[CH:5][CH:6]=2)[CH:15]=[CH:16][CH:17]=[CH:18][CH:19]=1.